This data is from Full USPTO retrosynthesis dataset with 1.9M reactions from patents (1976-2016). The task is: Predict the reactants needed to synthesize the given product. (1) The reactants are: COC(C1C=C(O)C2C(=C(OCC3C=CC=CC=3)C=CC=2CO)N=1)=O.C[O:27][C:28]([C:30]1[CH:39]=[C:38]([OH:40])[C:37]2[C:32](=[C:33]([CH2:41][CH2:42][C:43]3[CH:48]=[CH:47][CH:46]=[CH:45][CH:44]=3)[CH:34]=[CH:35][CH:36]=2)[N:31]=1)=[O:29]. Given the product [OH:40][C:38]1[C:37]2[C:32](=[C:33]([CH2:41][CH2:42][C:43]3[CH:44]=[CH:45][CH:46]=[CH:47][CH:48]=3)[CH:34]=[CH:35][CH:36]=2)[N:31]=[C:30]([C:28]([OH:29])=[O:27])[CH:39]=1, predict the reactants needed to synthesize it. (2) Given the product [OH:1][NH:19][C:18](=[NH:4])[CH2:17][C:12]1([C:6]2[CH:7]=[CH:8][CH:9]=[CH:10][CH:11]=2)[O:16][CH2:15][CH2:14][O:13]1, predict the reactants needed to synthesize it. The reactants are: [OH-:1].[Na+].Cl.[NH2:4]O.[C:6]1([C:12]2([CH2:17][C:18]#[N:19])[O:16][CH2:15][CH2:14][O:13]2)[CH:11]=[CH:10][CH:9]=[CH:8][CH:7]=1. (3) Given the product [OH:1][C:2]1[CH:7]=[C:6]([OH:8])[CH:5]=[CH:4][C:3]=1[CH:9]1[CH2:14][CH2:13][CH2:12][C:11](=[N:17][OH:18])[CH2:10]1, predict the reactants needed to synthesize it. The reactants are: [OH:1][C:2]1[CH:7]=[C:6]([OH:8])[CH:5]=[CH:4][C:3]=1[CH:9]1[CH2:14][CH2:13][CH2:12][C:11](=O)[CH2:10]1.Cl.[NH2:17][OH:18].C(N(CC)CC)C. (4) Given the product [Br:8][C:9]1[CH:17]=[CH:16][C:12]([CH2:13][CH2:14][C:7]2[C:2]([NH2:1])=[N:3][CH:4]=[CH:5][CH:6]=2)=[CH:11][CH:10]=1, predict the reactants needed to synthesize it. The reactants are: [NH2:1][C:2]1[CH:7]=[CH:6][CH:5]=[CH:4][N:3]=1.[Br:8][C:9]1[CH:17]=[CH:16][C:12]([CH2:13][CH2:14]N)=[CH:11][CH:10]=1.O. (5) Given the product [Br:1][C:2]1[CH:9]=[CH:8][C:5]([CH2:6][C:11]#[N:12])=[CH:4][C:3]=1[F:10], predict the reactants needed to synthesize it. The reactants are: [Br:1][C:2]1[CH:9]=[CH:8][C:5]([CH2:6]Br)=[CH:4][C:3]=1[F:10].[C-:11]#[N:12].[Na+]. (6) Given the product [CH3:1][S:2]([C:5]1[CH:6]=[CH:7][C:8]([O:11][CH2:12][CH2:13][C@H:14]2[CH2:16][C@@H:15]2[CH:17]2[CH2:22][CH2:21][NH:20][CH2:19][CH2:18]2)=[N:9][CH:10]=1)(=[O:3])=[O:4], predict the reactants needed to synthesize it. The reactants are: [CH3:1][S:2]([C:5]1[CH:6]=[CH:7][C:8]([O:11][CH2:12][CH2:13][C@H:14]2[CH2:16][C@@H:15]2[CH:17]2[CH2:22][CH2:21][N:20](C(OCC3C=CC=CC=3)=O)[CH2:19][CH2:18]2)=[N:9][CH:10]=1)(=[O:4])=[O:3].[H][H]. (7) The reactants are: [N+:1]([O-:4])([OH:3])=[O:2].[NH2:5][CH2:6][CH2:7][S:8]([OH:11])(=[O:10])=[O:9].[N+:12]([O-:15])([OH:14])=[O:13].[NH2:16][CH2:17][CH2:18][S:19]([OH:22])(=[O:21])=[O:20]. Given the product [N+:1]([O-:4])([OH:3])=[O:2].[N+:12]([O-:15])([OH:14])=[O:13].[NH2:5][CH2:6][CH2:7][S:8]([OH:11])(=[O:10])=[O:9].[N+:1]([O-:4])([OH:3])=[O:2].[N+:1]([O-:4])([OH:3])=[O:2].[N+:1]([O-:4])([OH:3])=[O:2].[NH2:16][CH2:17][CH2:18][S:19]([OH:22])(=[O:21])=[O:20], predict the reactants needed to synthesize it. (8) The reactants are: [CH2:1]([O:3][C:4](=[O:16])[NH:5][C:6]1[CH:11]=[CH:10][C:9]([S:12]([Cl:15])(=[O:14])=[O:13])=[CH:8][CH:7]=1)[CH3:2].[N+:17]([O-])([O-:19])=[O:18].[Na+]. Given the product [CH2:1]([O:3][C:4](=[O:16])[NH:5][C:6]1[CH:7]=[CH:8][C:9]([S:12]([Cl:15])(=[O:13])=[O:14])=[CH:10][C:11]=1[N+:17]([O-:19])=[O:18])[CH3:2], predict the reactants needed to synthesize it. (9) Given the product [NH2:18][C:19]1[N:24]=[CH:23][C:22](/[CH:5]=[CH:4]/[C:3]([N:2]([CH2:7][C:8]2[C:16]3[C:11](=[CH:12][CH:13]=[CH:14][CH:15]=3)[NH:10][C:9]=2[CH3:17])[CH3:1])=[O:6])=[CH:21][N:20]=1, predict the reactants needed to synthesize it. The reactants are: [CH3:1][N:2]([CH2:7][C:8]1[C:16]2[C:11](=[CH:12][CH:13]=[CH:14][CH:15]=2)[NH:10][C:9]=1[CH3:17])[C:3](=[O:6])[CH:4]=[CH2:5].[NH2:18][C:19]1[N:24]=[CH:23][C:22](Br)=[CH:21][N:20]=1.C1(C)C=CC=CC=1P(C1C=CC=CC=1C)C1C=CC=CC=1C.C(N(C(C)C)CC)(C)C. (10) Given the product [CH3:10][C:8]1[S:9][C:5]2[CH:4]=[C:3]([OH:2])[CH:12]=[CH:11][C:6]=2[N:7]=1, predict the reactants needed to synthesize it. The reactants are: C[O:2][C:3]1[CH:12]=[CH:11][C:6]2[N:7]=[C:8]([CH3:10])[S:9][C:5]=2[CH:4]=1.Br.